Predict which catalyst facilitates the given reaction. From a dataset of Catalyst prediction with 721,799 reactions and 888 catalyst types from USPTO. Reactant: [C:1]1([CH2:7][S:8]([NH:11][C:12]2[CH:13]=[C:14]([NH:18][C:19]3[O:20][C:21]([C:24]4[N:25](C(OC(C)(C)C)=O)[C:26]5[C:31]([CH:32]=4)=[CH:30][CH:29]=[CH:28][CH:27]=5)=[CH:22][N:23]=3)[CH:15]=[CH:16][CH:17]=2)(=[O:10])=[O:9])[CH:6]=[CH:5][CH:4]=[CH:3][CH:2]=1.FC(F)(F)C(O)=O. Product: [NH:25]1[C:26]2[C:31](=[CH:30][CH:29]=[CH:28][CH:27]=2)[CH:32]=[C:24]1[C:21]1[O:20][C:19]([NH:18][C:14]2[CH:13]=[C:12]([NH:11][S:8]([CH2:7][C:1]3[CH:6]=[CH:5][CH:4]=[CH:3][CH:2]=3)(=[O:9])=[O:10])[CH:17]=[CH:16][CH:15]=2)=[N:23][CH:22]=1. The catalyst class is: 2.